This data is from Full USPTO retrosynthesis dataset with 1.9M reactions from patents (1976-2016). The task is: Predict the reactants needed to synthesize the given product. (1) The reactants are: [C:1]([O:5][C:6]([NH:8][CH2:9][C@H:10]1[CH2:15][CH2:14][C@H:13](C(O)=O)[CH2:12][CH2:11]1)=[O:7])([CH3:4])([CH3:3])[CH3:2].C([N:21]([CH2:24]C)CC)C.C1(P(N=[N+]=[N-])(C2C=CC=CC=2)=[O:33])C=CC=CC=1.[CH2:43]([OH:50])[C:44]1[CH:49]=[CH:48][CH:47]=[CH:46][CH:45]=1. Given the product [CH2:43]([O:50][C:24](=[O:33])[NH:21][C@H:13]1[CH2:12][CH2:11][C@H:10]([CH2:9][NH:8][C:6]([O:5][C:1]([CH3:2])([CH3:3])[CH3:4])=[O:7])[CH2:15][CH2:14]1)[C:44]1[CH:49]=[CH:48][CH:47]=[CH:46][CH:45]=1, predict the reactants needed to synthesize it. (2) Given the product [Br:1][C:2]1[CH:8]=[C:7]([C:9]([C:20]2[CH:25]=[CH:24][C:23]([Cl:26])=[CH:22][CH:21]=2)([N:14]2[CH:18]=[C:17]([Cl:19])[CH:16]=[N:15]2)[C:10]([F:12])([F:13])[F:11])[CH:6]=[C:5]([Br:27])[C:3]=1[NH:4][C:34](=[O:35])[C:33]1[CH:37]=[CH:38][CH:39]=[C:31]([N+:28]([O-:30])=[O:29])[CH:32]=1, predict the reactants needed to synthesize it. The reactants are: [Br:1][C:2]1[CH:8]=[C:7]([C:9]([C:20]2[CH:25]=[CH:24][C:23]([Cl:26])=[CH:22][CH:21]=2)([N:14]2[CH:18]=[C:17]([Cl:19])[CH:16]=[N:15]2)[C:10]([F:13])([F:12])[F:11])[CH:6]=[C:5]([Br:27])[C:3]=1[NH2:4].[N+:28]([C:31]1[CH:32]=[C:33]([CH:37]=[CH:38][CH:39]=1)[C:34](Cl)=[O:35])([O-:30])=[O:29].N1C=CC=CC=1.